This data is from Full USPTO retrosynthesis dataset with 1.9M reactions from patents (1976-2016). The task is: Predict the reactants needed to synthesize the given product. (1) Given the product [C:8]1([O:9][CH3:10])[C:7](=[CH:5][CH:4]=[C:21]([CH:3]=1)[CH2:22][CH:23]=[CH2:24])[OH:30], predict the reactants needed to synthesize it. The reactants are: O.C[C:3]1[C@@H:8]([O:9][C:10]([C@H]2C(C)(C)C2C=C(C)C)=O)[CH2:7][C:5](=[O:30])[C:4]=1[CH2:21]/[CH:22]=[CH:23]/[CH:24]=C.C[C:3]1[CH:8]([O:9][C:10]([C@H]2C(C)(C)C2/C=C(/C(OC)=O)\C)=O)[CH2:7][C:5](=[O:30])[C:4]=1[CH2:21]/[CH:22]=[CH:23]/[CH:24]=C. (2) Given the product [CH2:1]([O:3][C:4](=[O:28])[CH2:5][C:6]1[CH:11]=[C:10]([C:12]([F:15])([F:13])[F:14])[CH:9]=[C:8]([O:16][C:17]2[CH:22]=[CH:21][C:20]([N+:23]([O-:25])=[O:24])=[CH:19][C:18]=2[CH2:26][S:60][CH2:59][C:58]([F:62])([F:61])[F:57])[CH:7]=1)[CH3:2], predict the reactants needed to synthesize it. The reactants are: [CH2:1]([O:3][C:4](=[O:28])[CH2:5][C:6]1[CH:11]=[C:10]([C:12]([F:15])([F:14])[F:13])[CH:9]=[C:8]([O:16][C:17]2[CH:22]=[CH:21][C:20]([N+:23]([O-:25])=[O:24])=[CH:19][C:18]=2[CH:26]=O)[CH:7]=1)[CH3:2].C(OC(=O)CC1C=C(C(F)(F)F)C=C(OC2C=CC([N+]([O-])=O)=CC=2CO)C=1)C.[F:57][C:58]([F:62])([F:61])[CH2:59][SH:60]. (3) Given the product [O:1]=[C:2]1[CH2:6][CH2:5][CH2:4][N:3]1[CH:7]([CH2:15][CH:14]=[CH2:13])[C:8]([O:10][CH3:11])=[O:9], predict the reactants needed to synthesize it. The reactants are: [O:1]=[C:2]1[CH2:6][CH2:5][CH2:4][N:3]1[CH2:7][C:8]([O:10][CH3:11])=[O:9].[Li][CH2:13][CH2:14][CH2:15]C.C(Br)C=C.